Dataset: Forward reaction prediction with 1.9M reactions from USPTO patents (1976-2016). Task: Predict the product of the given reaction. Given the reactants [C:1]([O:5][C:6]([N:8]1[CH2:13][CH2:12][CH:11]([CH2:14][CH2:15][OH:16])[CH2:10][CH2:9]1)=[O:7])([CH3:4])([CH3:3])[CH3:2].[H-].[Na+].Cl[C:20]1[N:25]=[CH:24][N:23]=[C:22]([NH:26][C:27]2[CH:32]=[CH:31][C:30]([S:33]([CH3:36])(=[O:35])=[O:34])=[CH:29][CH:28]=2)[C:21]=1[N+:37]([O-:39])=[O:38], predict the reaction product. The product is: [C:1]([O:5][C:6]([N:8]1[CH2:13][CH2:12][CH:11]([CH2:14][CH2:15][O:16][C:20]2[C:21]([N+:37]([O-:39])=[O:38])=[C:22]([NH:26][C:27]3[CH:28]=[CH:29][C:30]([S:33]([CH3:36])(=[O:34])=[O:35])=[CH:31][CH:32]=3)[N:23]=[CH:24][N:25]=2)[CH2:10][CH2:9]1)=[O:7])([CH3:4])([CH3:3])[CH3:2].